From a dataset of NCI-60 drug combinations with 297,098 pairs across 59 cell lines. Regression. Given two drug SMILES strings and cell line genomic features, predict the synergy score measuring deviation from expected non-interaction effect. (1) Drug 1: C1=CC(=CC=C1CCCC(=O)O)N(CCCl)CCCl. Drug 2: CC1=C(C(=CC=C1)Cl)NC(=O)C2=CN=C(S2)NC3=CC(=NC(=N3)C)N4CCN(CC4)CCO. Cell line: MALME-3M. Synergy scores: CSS=17.0, Synergy_ZIP=-1.10, Synergy_Bliss=5.89, Synergy_Loewe=-2.01, Synergy_HSA=-1.31. (2) Drug 1: CC12CCC(CC1=CCC3C2CCC4(C3CC=C4C5=CN=CC=C5)C)O. Drug 2: CC1=C(N=C(N=C1N)C(CC(=O)N)NCC(C(=O)N)N)C(=O)NC(C(C2=CN=CN2)OC3C(C(C(C(O3)CO)O)O)OC4C(C(C(C(O4)CO)O)OC(=O)N)O)C(=O)NC(C)C(C(C)C(=O)NC(C(C)O)C(=O)NCCC5=NC(=CS5)C6=NC(=CS6)C(=O)NCCC[S+](C)C)O. Cell line: HL-60(TB). Synergy scores: CSS=-5.19, Synergy_ZIP=1.17, Synergy_Bliss=-9.31, Synergy_Loewe=-16.5, Synergy_HSA=-14.5. (3) Drug 1: C1=CN(C(=O)N=C1N)C2C(C(C(O2)CO)O)O.Cl. Drug 2: CS(=O)(=O)CCNCC1=CC=C(O1)C2=CC3=C(C=C2)N=CN=C3NC4=CC(=C(C=C4)OCC5=CC(=CC=C5)F)Cl. Cell line: OVCAR-4. Synergy scores: CSS=4.43, Synergy_ZIP=-2.08, Synergy_Bliss=1.94, Synergy_Loewe=-2.69, Synergy_HSA=-0.862. (4) Drug 1: CC12CCC3C(C1CCC2O)C(CC4=C3C=CC(=C4)O)CCCCCCCCCS(=O)CCCC(C(F)(F)F)(F)F. Drug 2: C1C(C(OC1N2C=NC(=NC2=O)N)CO)O. Cell line: HL-60(TB). Synergy scores: CSS=19.6, Synergy_ZIP=-4.40, Synergy_Bliss=5.10, Synergy_Loewe=-12.1, Synergy_HSA=6.40. (5) Drug 1: C1=NC2=C(N1)C(=S)N=C(N2)N. Drug 2: C(=O)(N)NO. Cell line: NCI-H522. Synergy scores: CSS=20.7, Synergy_ZIP=-10.6, Synergy_Bliss=-2.53, Synergy_Loewe=-29.0, Synergy_HSA=-1.57.